Dataset: Forward reaction prediction with 1.9M reactions from USPTO patents (1976-2016). Task: Predict the product of the given reaction. (1) Given the reactants [C:1]([C:5]1[CH:6]=[C:7](/[CH:21]=[CH:22]/[C:23](=[O:31])[C:24]2[CH:29]=[CH:28][C:27]([CH3:30])=[CH:26][CH:25]=2)[CH:8]=[C:9]2[C:14]=1[O:13][C:12](=[O:15])[C:11]([C:16]([O:18]CC)=[O:17])=[CH:10]2)([CH3:4])([CH3:3])[CH3:2].[OH-].[K+], predict the reaction product. The product is: [C:1]([C:5]1[CH:6]=[C:7](/[CH:21]=[CH:22]/[C:23](=[O:31])[C:24]2[CH:25]=[CH:26][C:27]([CH3:30])=[CH:28][CH:29]=2)[CH:8]=[C:9]2[C:14]=1[O:13][C:12](=[O:15])[C:11]([C:16]([OH:18])=[O:17])=[CH:10]2)([CH3:4])([CH3:3])[CH3:2]. (2) Given the reactants [CH2:1]([N:8]1[CH2:12][C@H:11]2[C@@H:13]([OH:16])[CH2:14][CH2:15][C@H:10]2[CH2:9]1)[C:2]1[CH:7]=[CH:6][CH:5]=[CH:4][CH:3]=1.C(N(CC)CC)C.[CH3:24][S:25](Cl)(=[O:27])=[O:26], predict the reaction product. The product is: [CH3:24][S:25]([O:16][C@@H:13]1[C@H:11]2[C@H:10]([CH2:9][N:8]([CH2:1][C:2]3[CH:3]=[CH:4][CH:5]=[CH:6][CH:7]=3)[CH2:12]2)[CH2:15][CH2:14]1)(=[O:27])=[O:26]. (3) Given the reactants [CH3:1][CH:2]([CH2:6][CH3:7])[CH2:3][Mg]Br.[CH3:8][S:9][C:10]1[N:15]=[C:14]([CH3:16])[C:13]([C:17]2[C:22]([F:23])=[CH:21][C:20]([F:24])=[CH:19][C:18]=2[F:25])=[C:12](Cl)[N:11]=1, predict the reaction product. The product is: [CH3:8][S:9][C:10]1[N:15]=[C:14]([CH3:16])[C:13]([C:17]2[C:22]([F:23])=[CH:21][C:20]([F:24])=[CH:19][C:18]=2[F:25])=[C:12]([CH2:1][CH:2]([CH3:3])[CH2:6][CH3:7])[N:11]=1. (4) Given the reactants [CH3:1][C:2]1[CH:11]=[C:10]2[C:5]([C:6]([N:19]3[CH2:24][CH2:23][NH:22][CH2:21][CH2:20]3)=[N:7][C:8]([C:12]3[CH:17]=[CH:16][CH:15]=[CH:14][C:13]=3[OH:18])=[N:9]2)=[CH:4][CH:3]=1.[CH3:25][S:26][CH2:27][CH2:28][C:29](=[O:33])[C:30]([O-])=[O:31].[Na+].F[P-](F)(F)(F)(F)F.N1(O[P+](N(C)C)(N(C)C)N(C)C)C2C=CC=CC=2N=N1.C(N(CC)CC)C.C([O-])(O)=O.[Na+], predict the reaction product. The product is: [OH:18][C:13]1[CH:14]=[CH:15][CH:16]=[CH:17][C:12]=1[C:8]1[N:7]=[C:6]([N:19]2[CH2:24][CH2:23][N:22]([C:30](=[O:31])[C:29](=[O:33])[CH2:28][CH2:27][S:26][CH3:25])[CH2:21][CH2:20]2)[C:5]2[C:10](=[CH:11][C:2]([CH3:1])=[CH:3][CH:4]=2)[N:9]=1. (5) Given the reactants C([N:8]1[C:16]2[C:15](=[O:17])[N:14]([CH2:18][CH2:19][CH2:20][CH2:21][C:22]([OH:25])([CH3:24])[CH3:23])[C:13](=[O:26])[N:12]([CH2:27][CH3:28])[C:11]=2[N:10]=[CH:9]1)C1C=CC=CC=1.C(N1C2C(=O)NC(=O)N(CC)C=2N=C1)C1C=CC=CC=1.ClCCCCC(O)(C)C.C([O-])=O.[NH4+].[H][H], predict the reaction product. The product is: [CH2:27]([N:12]1[C:11]2[N:10]=[CH:9][NH:8][C:16]=2[C:15](=[O:17])[N:14]([CH2:18][CH2:19][CH2:20][CH2:21][C:22]([OH:25])([CH3:23])[CH3:24])[C:13]1=[O:26])[CH3:28].